Predict the reactants needed to synthesize the given product. From a dataset of Full USPTO retrosynthesis dataset with 1.9M reactions from patents (1976-2016). (1) Given the product [Cl:24][C:25]1[CH:32]=[CH:31][CH:30]=[CH:29][C:26]=1[N:27]([CH3:28])[C:15]([C:2]1[S:1][C:10]2[C:9]3[CH:11]=[CH:12][CH:13]=[CH:14][C:8]=3[O:7][CH2:6][CH2:5][C:4]=2[N:3]=1)=[O:17], predict the reactants needed to synthesize it. The reactants are: [S:1]1[C:10]2[C:9]3[CH:11]=[CH:12][CH:13]=[CH:14][C:8]=3[O:7][CH2:6][CH2:5][C:4]=2[N:3]=[C:2]1[C:15]([OH:17])=O.C(Cl)(=O)C(Cl)=O.[Cl:24][C:25]1[CH:32]=[CH:31][CH:30]=[CH:29][C:26]=1[NH:27][CH3:28]. (2) Given the product [NH2:1][C:2]1[N:6]([C@@H:7]2[CH2:12][CH2:11][CH2:10][N:9]([C:41](=[O:42])[C:40]([F:39])=[CH2:44])[CH2:8]2)[N:5]=[C:4]([C:13]2[CH:14]=[CH:15][C:16]([O:19][C:20]3[CH:25]=[CH:24][C:23]([Cl:26])=[CH:22][CH:21]=3)=[CH:17][CH:18]=2)[C:3]=1[C:27]([NH2:29])=[O:28], predict the reactants needed to synthesize it. The reactants are: [NH2:1][C:2]1[N:6]([C@@H:7]2[CH2:12][CH2:11][CH2:10][NH:9][CH2:8]2)[N:5]=[C:4]([C:13]2[CH:18]=[CH:17][C:16]([O:19][C:20]3[CH:25]=[CH:24][C:23]([Cl:26])=[CH:22][CH:21]=3)=[CH:15][CH:14]=2)[C:3]=1[C:27]([NH2:29])=[O:28].C(N(CC)C(C)C)(C)C.[F:39][C:40](=[CH2:44])[C:41](O)=[O:42]. (3) Given the product [C:24]([C:9]1[C:10]([C:12]2[CH:17]=[C:16]([C:18]([F:21])([F:19])[F:20])[CH:15]=[C:14]([C:22]#[N:23])[CH:13]=2)=[CH:11][N:7]([CH2:6][C:5]([OH:26])=[O:4])[CH:8]=1)#[N:25], predict the reactants needed to synthesize it. The reactants are: [OH-].[Na+].C[O:4][C:5](=[O:26])[CH2:6][N:7]1[CH:11]=[C:10]([C:12]2[CH:17]=[C:16]([C:18]([F:21])([F:20])[F:19])[CH:15]=[C:14]([C:22]#[N:23])[CH:13]=2)[C:9]([C:24]#[N:25])=[CH:8]1.C1COCC1.Cl.